Dataset: Ames mutagenicity test results for genotoxicity prediction. Task: Regression/Classification. Given a drug SMILES string, predict its toxicity properties. Task type varies by dataset: regression for continuous values (e.g., LD50, hERG inhibition percentage) or binary classification for toxic/non-toxic outcomes (e.g., AMES mutagenicity, cardiotoxicity, hepatotoxicity). Dataset: ames. The molecule is CCC(=O)C(=O)CC. The result is 1 (mutagenic).